Dataset: Forward reaction prediction with 1.9M reactions from USPTO patents (1976-2016). Task: Predict the product of the given reaction. (1) Given the reactants [Br:1][C:2]1[CH:7]=[CH:6][NH:5][C:4](=[O:8])[CH:3]=1.Br[CH:10]([CH2:18][CH3:19])[C:11]([O:13][C:14]([CH3:17])([CH3:16])[CH3:15])=[O:12], predict the reaction product. The product is: [Br:1][C:2]1[CH:7]=[CH:6][N:5]([CH:10]([CH2:18][CH3:19])[C:11]([O:13][C:14]([CH3:17])([CH3:16])[CH3:15])=[O:12])[C:4](=[O:8])[CH:3]=1. (2) Given the reactants [H-].[Na+].[CH3:3][C:4]1[CH:9]=[CH:8][C:7]([S:10]([NH2:13])(=[O:12])=[O:11])=[CH:6][CH:5]=1.Cl[C:15]1[N:16]=[N:17][C:18]([C:21]([F:24])([F:23])[F:22])=[CH:19][CH:20]=1, predict the reaction product. The product is: [CH3:3][C:4]1[CH:5]=[CH:6][C:7]([S:10]([NH:13][C:15]2[N:16]=[N:17][C:18]([C:21]([F:24])([F:23])[F:22])=[CH:19][CH:20]=2)(=[O:12])=[O:11])=[CH:8][CH:9]=1. (3) Given the reactants [F:1][C:2]([F:6])([CH3:5])[CH2:3]O.N1C=CC=CC=1.C(#N)C.FC(F)(F)S(OS(C(F)(F)F)(=O)=O)(=O)=O.C(=O)([O-])[O-].[K+].[K+].[CH3:37][O:38][C:39]1[C:49]([N+:50]([O-:52])=[O:51])=[CH:48][C:42]2[CH2:43][CH2:44][NH:45][CH2:46][CH2:47][C:41]=2[CH:40]=1, predict the reaction product. The product is: [F:1][C:2]([F:6])([CH3:5])[CH2:3][N:45]1[CH2:46][CH2:47][C:41]2[CH:40]=[C:39]([O:38][CH3:37])[C:49]([N+:50]([O-:52])=[O:51])=[CH:48][C:42]=2[CH2:43][CH2:44]1. (4) Given the reactants Cl.[CH:2]1[C:15]2[C:14](=[CH:16][CH2:17][CH2:18][NH2:19])[C:13]3[C:8](=[CH:9][CH:10]=[CH:11][CH:12]=3)[S:7][C:6]=2[CH:5]=[CH:4][CH:3]=1.C(N(CC)CC)C.[Cl:27][C:28]1[CH:33]=[CH:32][C:31]([S:34](Cl)(=[O:36])=[O:35])=[CH:30][CH:29]=1, predict the reaction product. The product is: [CH:12]1[C:13]2[C:14](=[CH:16][CH2:17][CH2:18][NH:19][S:34]([C:31]3[CH:32]=[CH:33][C:28]([Cl:27])=[CH:29][CH:30]=3)(=[O:36])=[O:35])[C:15]3[C:6](=[CH:5][CH:4]=[CH:3][CH:2]=3)[S:7][C:8]=2[CH:9]=[CH:10][CH:11]=1.